Dataset: Reaction yield outcomes from USPTO patents with 853,638 reactions. Task: Predict the reaction yield, written as a fraction of the theoretical maximum amount of product (1.0 means a 100% yield; for example, 0.34 means a 34% yield). The reactants are [NH2:1]OS(O)(=O)=O.[NH2:7][C:8]1[NH:12][N:11]=[C:10]([C:13]2[CH:18]=[CH:17][C:16]([F:19])=[CH:15][CH:14]=2)[CH:9]=1.[OH-].[K+]. No catalyst specified. The product is [NH2:1][N:12]1[C:8]([NH2:7])=[CH:9][C:10]([C:13]2[CH:18]=[CH:17][C:16]([F:19])=[CH:15][CH:14]=2)=[N:11]1. The yield is 0.149.